Dataset: Reaction yield outcomes from USPTO patents with 853,638 reactions. Task: Predict the reaction yield, written as a fraction of the theoretical maximum amount of product (1.0 means a 100% yield; for example, 0.34 means a 34% yield). (1) The reactants are [NH2:1][C:2]1[CH:3]=[CH:4][C:5]2[S:9][C:8]([CH3:10])=[N:7][C:6]=2[CH:11]=1.[C:12]1([N:18]2[C:28]3[C:23](=[CH:24][CH:25]=[CH:26][CH:27]=3)[C:21](=O)[C:19]2=[O:20])[CH:17]=[CH:16][CH:15]=[CH:14][CH:13]=1. No catalyst specified. The product is [CH3:10][C:8]1[S:9][C:5]2[CH:4]=[CH:3][C:2]([N:1]=[C:21]3[C:23]4[C:28](=[CH:27][CH:26]=[CH:25][CH:24]=4)[N:18]([C:12]4[CH:13]=[CH:14][CH:15]=[CH:16][CH:17]=4)[C:19]3=[O:20])=[CH:11][C:6]=2[N:7]=1. The yield is 0.323. (2) The reactants are C([N:8](CC1C=CC=CC=1)[CH:9]1[CH2:13][CH:12]([C:14]2[N:18]3[C:19]4[CH:25]=[CH:24][N:23]([CH2:26][O:27][CH2:28][CH2:29][Si:30]([CH3:33])([CH3:32])[CH3:31])[C:20]=4[N:21]=[CH:22][C:17]3=[N:16][CH:15]=2)[CH:11]([CH3:34])[CH2:10]1)C1C=CC=CC=1.[H][H]. The catalyst is C(O)C(F)(F)F.[OH-].[OH-].[Pd+2]. The product is [CH3:34][CH:11]1[CH:12]([C:14]2[N:18]3[C:19]4[CH:25]=[CH:24][N:23]([CH2:26][O:27][CH2:28][CH2:29][Si:30]([CH3:33])([CH3:32])[CH3:31])[C:20]=4[N:21]=[CH:22][C:17]3=[N:16][CH:15]=2)[CH2:13][CH:9]([NH2:8])[CH2:10]1. The yield is 0.980. (3) The reactants are C(OC([N:8]=[C:9]([NH:40]C(OC(C)(C)C)=O)[NH:10][C:11]1[CH:12]=[C:13]([CH:17]([O:21][P:22]([C@@H:25]([NH:29][S:30]([CH2:33][C:34]2[CH:39]=[CH:38][CH:37]=[CH:36][CH:35]=2)(=[O:32])=[O:31])[CH:26]([CH3:28])[CH3:27])([OH:24])=[O:23])[C:18]([OH:20])=[O:19])[CH:14]=[CH:15][CH:16]=1)=O)(C)(C)C.C(O)(C(F)(F)F)=O. The catalyst is C(Cl)Cl. The product is [NH:10]([C:11]1[CH:12]=[C:13]([CH:17]([O:21][P:22]([CH:25]([NH:29][S:30]([CH2:33][C:34]2[CH:39]=[CH:38][CH:37]=[CH:36][CH:35]=2)(=[O:31])=[O:32])[CH:26]([CH3:28])[CH3:27])([OH:24])=[O:23])[C:18]([OH:20])=[O:19])[CH:14]=[CH:15][CH:16]=1)[C:9]([NH2:40])=[NH:8]. The yield is 0.120. (4) The reactants are [N+:1]([C:4]1[CH:9]=[CH:8][C:7]([CH2:10][CH2:11][C:12]([NH2:14])=O)=[CH:6][CH:5]=1)([O-:3])=[O:2].COC1C=CC(P2(=S)SP(=S)(C3C=CC(OC)=CC=3)[S:24]2)=CC=1. The catalyst is N1C=CC=CC=1. The product is [N+:1]([C:4]1[CH:9]=[CH:8][C:7]([CH2:10][CH2:11][C:12](=[S:24])[NH2:14])=[CH:6][CH:5]=1)([O-:3])=[O:2]. The yield is 0.730. (5) The reactants are Cl.[CH:2]1([CH2:8][C:9]2[CH:16]=[CH:15][C:12]([CH2:13][NH2:14])=[CH:11][CH:10]=2)[CH2:7][CH2:6][CH2:5][CH2:4][CH2:3]1.[Cl:17][C:18]1[CH:34]=[CH:33][C:21]2[CH2:22][CH2:23][N:24]([C:27](=[O:32])[C:28]([F:31])([F:30])[F:29])[CH2:25][CH2:26][C:20]=2[C:19]=1OS(C(F)(F)F)(=O)=O.C1C=CC(P(C2C(C3C(P(C4C=CC=CC=4)C4C=CC=CC=4)=CC=C4C=3C=CC=C4)=C3C(C=CC=C3)=CC=2)C2C=CC=CC=2)=CC=1.C(=O)([O-])[O-].[Cs+].[Cs+]. The catalyst is CCOC(C)=O.C([O-])(=O)C.[Pd+2].C([O-])(=O)C.C1(C)C=CC=CC=1. The product is [Cl:17][C:18]1[CH:34]=[CH:33][C:21]2[CH2:22][CH2:23][N:24]([C:27](=[O:32])[C:28]([F:29])([F:31])[F:30])[CH2:25][CH2:26][C:20]=2[C:19]=1[NH:14][CH2:13][C:12]1[CH:11]=[CH:10][C:9]([CH2:8][CH:2]2[CH2:3][CH2:4][CH2:5][CH2:6][CH2:7]2)=[CH:16][CH:15]=1. The yield is 0.630. (6) The reactants are [C:1]([N:7]1[CH2:11][CH2:10][O:9][C:8]1=[O:12])(=[O:6])[CH2:2][CH2:3][CH:4]=[CH2:5].Br[CH2:14][C:15]1[C:20]([F:21])=[CH:19][CH:18]=[CH:17][C:16]=1[Cl:22]. No catalyst specified. The product is [Cl:22][C:16]1[CH:17]=[CH:18][CH:19]=[C:20]([F:21])[C:15]=1[CH2:14][CH:2]([CH2:3][CH:4]=[CH2:5])[C:1]([N:7]1[CH2:11][CH2:10][O:9][C:8]1=[O:12])=[O:6]. The yield is 0.740. (7) The yield is 0.290. The reactants are [CH:1]([O:4][C:5]([N:7]1[CH2:12][CH2:11][CH:10]([O:13][C:14]2[C:19]([CH3:20])=[C:18](Cl)[N:17]=[CH:16][N:15]=2)[CH2:9][CH2:8]1)=[O:6])([CH3:3])[CH3:2].CC(C)([O-])C.[Na+].[Cl:28][C:29]1[N:34]=[CH:33][C:32]([NH2:35])=[C:31]([CH3:36])[CH:30]=1. The catalyst is O1CCOCC1.C([O-])(=O)C.[Pd+2].C([O-])(=O)C.C1(C2C=CC=CC=2)C=CC=C(P(C(C)(C)C)C(C)(C)C)C=1. The product is [CH:1]([O:4][C:5]([N:7]1[CH2:12][CH2:11][CH:10]([O:13][C:14]2[C:19]([CH3:20])=[C:18]([NH:35][C:32]3[CH:33]=[N:34][C:29]([Cl:28])=[CH:30][C:31]=3[CH3:36])[N:17]=[CH:16][N:15]=2)[CH2:9][CH2:8]1)=[O:6])([CH3:3])[CH3:2]. (8) The product is [Cl:1][C:2]1[CH:3]=[CH:4][C:5]2[N:11]([C:12](=[O:30])[C:13]3[CH:18]=[CH:17][C:16]([NH:19][C:20](=[O:28])[C:21]4[CH:26]=[CH:25][CH:24]=[CH:23][C:22]=4[CH3:27])=[CH:15][C:14]=3[CH3:29])[CH2:10][CH2:9][CH2:8][CH:7]([OH:31])[C:6]=2[CH:32]=1. The reactants are [Cl:1][C:2]1[CH:3]=[CH:4][C:5]2[N:11]([C:12](=[O:30])[C:13]3[CH:18]=[CH:17][C:16]([NH:19][C:20](=[O:28])[C:21]4[CH:26]=[CH:25][CH:24]=[CH:23][C:22]=4[CH3:27])=[CH:15][C:14]=3[CH3:29])[CH2:10][CH2:9][CH2:8][C:7](=[O:31])[C:6]=2[CH:32]=1.[BH4-].[Na+].Cl. The catalyst is CO. The yield is 0.920.